From a dataset of Full USPTO retrosynthesis dataset with 1.9M reactions from patents (1976-2016). Predict the reactants needed to synthesize the given product. (1) Given the product [Br:8][C:7]1[CH:2]=[C:3]([OH:12])[CH:4]=[C:5]([N+:9]([O-:11])=[O:10])[CH:6]=1, predict the reactants needed to synthesize it. The reactants are: N[C:2]1[C:7]([Br:8])=[CH:6][C:5]([N+:9]([O-:11])=[O:10])=[CH:4][C:3]=1[OH:12].OS(O)(=O)=O.N([O-])=O.[Na+]. (2) Given the product [OH:39][CH:37]([CH3:38])[CH2:36][NH:35][C:29](=[O:30])[CH:28]([N:26]1[CH:27]=[C:23]([C:21]2[CH:20]=[N:19][N:18]3[C:14]([C:10]4[CH:11]=[CH:12][CH:13]=[C:8]([NH:7][C:5]([NH:4][CH2:3][C:2]([F:33])([F:1])[F:34])=[O:6])[CH:9]=4)=[CH:15][N:16]=[C:17]3[CH:22]=2)[CH:24]=[N:25]1)[CH3:32], predict the reactants needed to synthesize it. The reactants are: [F:1][C:2]([F:34])([F:33])[CH2:3][NH:4][C:5]([NH:7][C:8]1[CH:9]=[C:10]([C:14]2[N:18]3[N:19]=[CH:20][C:21]([C:23]4[CH:24]=[N:25][N:26]([CH:28]([CH3:32])[C:29](O)=[O:30])[CH:27]=4)=[CH:22][C:17]3=[N:16][CH:15]=2)[CH:11]=[CH:12][CH:13]=1)=[O:6].[NH2:35][CH2:36][CH:37]([OH:39])[CH3:38]. (3) The reactants are: [CH2:1]([C:4]1[CH:9]=[C:8]([N+:10]([O-])=O)[CH:7]=[CH:6][C:5]=1[O:13][CH3:14])[CH:2]=[CH2:3].[Cl-].[NH4+]. Given the product [CH2:1]([C:4]1[CH:9]=[C:8]([NH2:10])[CH:7]=[CH:6][C:5]=1[O:13][CH3:14])[CH:2]=[CH2:3], predict the reactants needed to synthesize it. (4) Given the product [F:30][C:28]([F:29])([F:31])[O:27][C:24]1[CH:23]=[CH:22][C:21]([C:20]#[C:19][CH2:18][CH2:17][CH2:16][O:15][C:10]2[CH:11]=[CH:12][CH:13]=[C:14]3[C:9]=2[CH:8]=[CH:7][N:6]3[CH2:5][C:4]([OH:32])=[O:3])=[CH:26][CH:25]=1, predict the reactants needed to synthesize it. The reactants are: C([O:3][C:4](=[O:32])[CH2:5][N:6]1[C:14]2[C:9](=[C:10]([O:15][CH2:16][CH2:17][CH2:18][C:19]#[C:20][C:21]3[CH:26]=[CH:25][C:24]([O:27][C:28]([F:31])([F:30])[F:29])=[CH:23][CH:22]=3)[CH:11]=[CH:12][CH:13]=2)[CH:8]=[CH:7]1)C.[Li+].[OH-]. (5) Given the product [Cl:1][C:2]1[N:10]=[C:9]2[C:5]([N:6]=[CH:7][N:8]2[CH:16]([CH3:18])[CH3:17])=[C:4]([Cl:11])[N:3]=1, predict the reactants needed to synthesize it. The reactants are: [Cl:1][C:2]1[N:10]=[C:9]2[C:5]([NH:6][CH:7]=[N:8]2)=[C:4]([Cl:11])[N:3]=1.[H-].[Na+].[H][H].[CH:16](I)([CH3:18])[CH3:17]. (6) Given the product [F:1][C:2]1[CH:3]=[C:4]([CH2:9][C:10]([NH:12][C@H:13]([C:15]([OH:17])=[O:16])[CH3:14])=[O:11])[CH:5]=[C:6]([F:8])[CH:7]=1, predict the reactants needed to synthesize it. The reactants are: [F:1][C:2]1[CH:3]=[C:4]([CH2:9][C:10]([NH:12][C@H:13]([C:15]([O:17]C)=[O:16])[CH3:14])=[O:11])[CH:5]=[C:6]([F:8])[CH:7]=1.[Li+].[OH-].O. (7) Given the product [Cl:24][C:23]([Cl:26])([Cl:25])[CH2:22][O:21][C:19](=[O:20])[NH:10][C:8]1[O:9][C:5]([C:1]([CH3:4])([CH3:3])[CH3:2])=[N:6][N:7]=1, predict the reactants needed to synthesize it. The reactants are: [C:1]([C:5]1[O:9][C:8]([NH2:10])=[N:7][N:6]=1)([CH3:4])([CH3:3])[CH3:2].CCN(CC)CC.Cl[C:19]([O:21][CH2:22][C:23]([Cl:26])([Cl:25])[Cl:24])=[O:20]. (8) Given the product [OH:24][CH:14]([CH2:13][N:12]1[C:11]2[C:10]3[CH:9]=[CH:8][CH:7]=[CH:6][C:5]=3[N:4]=[CH:3][C:2]=2[N:1]=[C:25]1[CH2:26][CH2:27][CH3:28])[CH2:15][NH:16][C:17](=[O:23])[O:18][C:19]([CH3:20])([CH3:21])[CH3:22], predict the reactants needed to synthesize it. The reactants are: [NH2:1][C:2]1[CH:3]=[N:4][C:5]2[C:10]([C:11]=1[NH:12][CH2:13][CH:14]([OH:24])[CH2:15][NH:16][C:17](=[O:23])[O:18][C:19]([CH3:22])([CH3:21])[CH3:20])=[CH:9][CH:8]=[CH:7][CH:6]=2.[C:25](OC)(OC)(OC)[CH2:26][CH2:27][CH3:28].Cl.N1C=CC=CC=1. (9) Given the product [F:1][C:2]1[CH:3]=[CH:4][C:5]([N:8]2[C:16]3[CH:15]=[CH:14][N:13]=[CH:12][C:11]=3[N:10]=[CH:9]2)=[CH:18][CH:7]=1, predict the reactants needed to synthesize it. The reactants are: [F:1][C:2]1[CH:3]=[CH:4][C:5]([N:8]2[C:16]3[CH:15]=[CH:14][N:13]=[CH:12][C:11]=3[N:10]=[CH:9]2)=N[CH:7]=1.Br[C:18]1C=CC(F)=CN=1.